Predict the reactants needed to synthesize the given product. From a dataset of Full USPTO retrosynthesis dataset with 1.9M reactions from patents (1976-2016). Given the product [OH:1][C:2]1[CH:11]=[C:10]2[C:5]([C:6](=[O:25])[C:7]([C:16]3[CH:17]=[CH:18][C:19]([C:20]([NH:45][NH:44][C:37]([O:39][C:40]([CH3:43])([CH3:42])[CH3:41])=[O:38])=[O:22])=[CH:23][CH:24]=3)=[C:8]([C:12]([F:13])([F:14])[F:15])[O:9]2)=[CH:4][CH:3]=1, predict the reactants needed to synthesize it. The reactants are: [OH:1][C:2]1[CH:11]=[C:10]2[C:5]([C:6](=[O:25])[C:7]([C:16]3[CH:24]=[CH:23][C:19]([C:20]([OH:22])=O)=[CH:18][CH:17]=3)=[C:8]([C:12]([F:15])([F:14])[F:13])[O:9]2)=[CH:4][CH:3]=1.CCN=C=NCCCN(C)C.[C:37]([NH:44][NH2:45])([O:39][C:40]([CH3:43])([CH3:42])[CH3:41])=[O:38].CN(C=O)C.